Dataset: Peptide-MHC class I binding affinity with 185,985 pairs from IEDB/IMGT. Task: Regression. Given a peptide amino acid sequence and an MHC pseudo amino acid sequence, predict their binding affinity value. This is MHC class I binding data. (1) The peptide sequence is KCFANNQDER. The MHC is HLA-A31:01 with pseudo-sequence HLA-A31:01. The binding affinity (normalized) is 0.186. (2) The peptide sequence is TIPIGMQFDK. The MHC is HLA-A11:01 with pseudo-sequence HLA-A11:01. The binding affinity (normalized) is 0.871. (3) The binding affinity (normalized) is 0.526. The MHC is HLA-A68:01 with pseudo-sequence HLA-A68:01. The peptide sequence is RFNVAITRAK. (4) The peptide sequence is HAEIESATL. The MHC is HLA-A02:16 with pseudo-sequence HLA-A02:16. The binding affinity (normalized) is 0.0847.